Dataset: Catalyst prediction with 721,799 reactions and 888 catalyst types from USPTO. Task: Predict which catalyst facilitates the given reaction. (1) Reactant: [Cl:1][C:2]1[CH:7]=[CH:6][C:5]([C:8]([F:11])([F:10])[F:9])=[CH:4][C:3]=1[N:12]([CH2:22][C:23]([OH:25])=O)[S:13]([C:16]1[CH:21]=[CH:20][CH:19]=[CH:18][CH:17]=1)(=[O:15])=[O:14].Cl.C(N=C=NCCCN(C)C)C.OC1C2N=NNC=2C=CC=1.[CH3:48][N:49]1[CH2:54][CH2:53][N:52]([C:55]2[CH:60]=[CH:59][C:58]([CH2:61][NH2:62])=[CH:57][CH:56]=2)[CH2:51][CH2:50]1. Product: [C:16]1([S:13]([N:12]([C:3]2[CH:4]=[C:5]([C:8]([F:10])([F:11])[F:9])[CH:6]=[CH:7][C:2]=2[Cl:1])[CH2:22][C:23]([NH:62][CH2:61][C:58]2[CH:57]=[CH:56][C:55]([N:52]3[CH2:51][CH2:50][N:49]([CH3:48])[CH2:54][CH2:53]3)=[CH:60][CH:59]=2)=[O:25])(=[O:14])=[O:15])[CH:21]=[CH:20][CH:19]=[CH:18][CH:17]=1. The catalyst class is: 306. (2) Reactant: C([O:3][C:4](=[O:23])[CH:5]([C:15]1[C:16]([CH3:22])=[N:17][C:18]([CH3:21])=[CH:19][CH:20]=1)[N:6]1[CH2:11][CH2:10][N:9]2[CH2:12][CH2:13][CH2:14][C@@H:8]2[CH2:7]1)C.O.[OH-].[K+:26]. Product: [CH3:22][C:16]1[C:15]([CH:5]([N:6]2[CH2:11][CH2:10][N:9]3[CH2:12][CH2:13][CH2:14][C@@H:8]3[CH2:7]2)[C:4]([O-:23])=[O:3])=[CH:20][CH:19]=[C:18]([CH3:21])[N:17]=1.[K+:26]. The catalyst class is: 5. (3) Reactant: [C:1]([O:4][CH2:5][C:6]1[CH:11]=[C:10]([C:12]#[C:13][CH2:14][OH:15])[C:9]([O:16]CC2C=CC(OC)=CC=2)=[CH:8][N:7]=1)(=[O:3])[CH3:2].[H][H]. Product: [C:1]([O:4][CH2:5][C:6]1[CH:11]=[C:10]([CH2:12][CH2:13][CH2:14][OH:15])[C:9]([OH:16])=[CH:8][N:7]=1)(=[O:3])[CH3:2]. The catalyst class is: 29. (4) Reactant: [OH:1][C:2]1[CH:3]=[C:4]([CH:7]=[CH:8][C:9]=1[OH:10])[CH:5]=[O:6].C([O-])([O-])=O.[K+].[K+].[CH2:17]([O:19][C:20](=[O:23])[CH2:21]Br)[CH3:18].C(O)C. Product: [CH:5]([C:4]1[CH:7]=[CH:8][C:9]([O:10][CH2:21][C:20]([O:19][CH2:17][CH3:18])=[O:23])=[C:2]([OH:1])[CH:3]=1)=[O:6]. The catalyst class is: 21. (5) Reactant: [C:1]([O:4][CH2:5][C:6]1[C:14]([CH2:15][C@@H:16]([CH2:22][C:23]([O:25][CH2:26][CH3:27])=[O:24])[C:17]([O:19][CH2:20][CH3:21])=[O:18])=[CH:13][C:12]([Br:28])=[C:11]2[C:7]=1[CH:8]=[N:9][NH:10]2)(=[O:3])[CH3:2].[Br:29]N1C(=O)CCC1=O. Product: [C:1]([O:4][CH2:5][C:6]1[C:14]([CH2:15][C@@H:16]([CH2:22][C:23]([O:25][CH2:26][CH3:27])=[O:24])[C:17]([O:19][CH2:20][CH3:21])=[O:18])=[CH:13][C:12]([Br:28])=[C:11]2[C:7]=1[C:8]([Br:29])=[N:9][NH:10]2)(=[O:3])[CH3:2]. The catalyst class is: 4. (6) Product: [ClH:11].[F:1][C:2]([F:10])([F:9])[CH:3]1[CH2:8][CH2:7][NH:6][CH2:5][CH2:4]1. The catalyst class is: 663. Reactant: [F:1][C:2]([F:10])([F:9])[C:3]1[CH:8]=[CH:7][N:6]=[CH:5][CH:4]=1.[ClH:11]. (7) Reactant: [C:1]1([C:7]2[CH:12]=[C:11]([N:13]([C:21]3[CH:26]=[CH:25][C:24]([F:27])=[CH:23][CH:22]=3)C(OC(C)(C)C)=O)[N:10]3[N:28]=[CH:29][CH:30]=[C:9]3[N:8]=2)[CH:6]=[CH:5][CH:4]=[CH:3][CH:2]=1.[ClH:31]. Product: [ClH:31].[C:1]1([C:7]2[CH:12]=[C:11]([NH:13][C:21]3[CH:26]=[CH:25][C:24]([F:27])=[CH:23][CH:22]=3)[N:10]3[N:28]=[CH:29][CH:30]=[C:9]3[N:8]=2)[CH:2]=[CH:3][CH:4]=[CH:5][CH:6]=1. The catalyst class is: 5.